Dataset: Peptide-MHC class II binding affinity with 134,281 pairs from IEDB. Task: Regression. Given a peptide amino acid sequence and an MHC pseudo amino acid sequence, predict their binding affinity value. This is MHC class II binding data. (1) The peptide sequence is IDVWLGGLAENFLPY. The MHC is HLA-DQA10301-DQB10302 with pseudo-sequence HLA-DQA10301-DQB10302. The binding affinity (normalized) is 0.566. (2) The binding affinity (normalized) is 0.322. The MHC is DRB1_0401 with pseudo-sequence DRB1_0401. The peptide sequence is LLAAADELVGGPPVE.